From a dataset of Full USPTO retrosynthesis dataset with 1.9M reactions from patents (1976-2016). Predict the reactants needed to synthesize the given product. (1) Given the product [CH2:11]([O:13][C:14](=[O:20])[CH2:15][C:6]1[C:5]([N+:8]([O-:10])=[O:9])=[CH:4][N:3]=[C:2]([Br:1])[CH:7]=1)[CH3:12], predict the reactants needed to synthesize it. The reactants are: [Br:1][C:2]1[CH:7]=[CH:6][C:5]([N+:8]([O-:10])=[O:9])=[CH:4][N:3]=1.[CH2:11]([O:13][C:14](=[O:20])[CH2:15][Si](C)(C)C)[CH3:12].[F-].C([N+](CCCC)(CCCC)CCCC)CCC.[NH4+].[Cl-]. (2) Given the product [C:39]([Si:36]([CH3:38])([CH3:37])[O:43][CH2:44][CH2:45][N:14]([CH2:15][CH2:16][CH2:17][C@H:18]1[O:22][C:21](=[O:23])[N:20]([C:24]2[CH:25]=[CH:26][C:27]3[S:32][CH2:31][C:30](=[O:33])[NH:29][C:28]=3[CH:34]=2)[CH2:19]1)[CH:12]1[C:11]2=[C:10]3[C:5](=[CH:4][CH:3]=[C:2]2[F:1])[CH:6]=[CH:7][C:8](=[O:35])[N:9]3[CH2:13]1)([CH3:42])([CH3:41])[CH3:40], predict the reactants needed to synthesize it. The reactants are: [F:1][C:2]1[C:11]2[CH:12]([NH:14][CH2:15][CH2:16][CH2:17][C@H:18]3[O:22][C:21](=[O:23])[N:20]([C:24]4[CH:25]=[CH:26][C:27]5[S:32][CH2:31][C:30](=[O:33])[NH:29][C:28]=5[CH:34]=4)[CH2:19]3)[CH2:13][N:9]3[C:10]=2[C:5]([CH:6]=[CH:7][C:8]3=[O:35])=[CH:4][CH:3]=1.[Si:36]([O:43][CH2:44][CH:45]=O)([C:39]([CH3:42])([CH3:41])[CH3:40])([CH3:38])[CH3:37].